Task: Predict the reaction yield, written as a fraction of the theoretical maximum amount of product (1.0 means a 100% yield; for example, 0.34 means a 34% yield).. Dataset: Reaction yield outcomes from USPTO patents with 853,638 reactions (1) The reactants are Br[C:2]1[N:7]=[C:6]([NH:8][C:9](=[O:14])[C:10]([CH3:13])([CH3:12])[CH3:11])[CH:5]=[CH:4][CH:3]=1.C([Mg]Cl)(C)C.CON(C)[C:23]([CH:25]1[CH2:29][CH2:28][O:27][CH2:26]1)=[O:24]. The catalyst is C1(C)C=CC=CC=1.O1CCCC1. The product is [O:27]1[CH2:28][CH2:29][CH:25]([C:23]([C:2]2[N:7]=[C:6]([NH:8][C:9](=[O:14])[C:10]([CH3:13])([CH3:12])[CH3:11])[CH:5]=[CH:4][CH:3]=2)=[O:24])[CH2:26]1. The yield is 0.890. (2) The reactants are [CH2:1]([O:3][C:4]([C:6]1[C:7](Cl)=[C:8]2[CH:14]=[N:13][N:12]([CH2:15][CH3:16])[C:9]2=[N:10][CH:11]=1)=[O:5])[CH3:2].Cl.[Cl:19][CH2:20][CH2:21][NH2:22].C(N(CC)CC)C. The catalyst is C(O)C. The product is [CH2:1]([O:3][C:4]([C:6]1[C:7]([NH:22][CH2:21][CH2:20][Cl:19])=[C:8]2[CH:14]=[N:13][N:12]([CH2:15][CH3:16])[C:9]2=[N:10][CH:11]=1)=[O:5])[CH3:2]. The yield is 0.420. (3) The reactants are C[Si:2]([C:5]#N)([CH3:4])[CH3:3].[CH3:7][O:8][C:9]1[C:17]([O:18][CH3:19])=[CH:16][CH:15]=[C:14]2[C:10]=1[CH2:11][CH2:12][C:13]2=[O:20].[C:21](#[N:23])C. The catalyst is C1(C)C=CC=CC=1.C(=O)(O)[O-].[Na+].[I-].[Zn+2].[I-]. The product is [CH3:5][Si:2]([CH3:3])([CH3:4])[O:20][C:13]1([C:21]#[N:23])[C:14]2[C:10](=[C:9]([O:8][CH3:7])[C:17]([O:18][CH3:19])=[CH:16][CH:15]=2)[CH2:11][CH2:12]1. The yield is 0.730. (4) The catalyst is N1CCCCC1.CC#N. The reactants are [NH2:1][C:2]1[N:7]=[CH:6][N:5]=[C:4]2[N:8]([CH2:25][C@@H:26]3[CH2:30][CH2:29][CH2:28][N:27]3[C:31](=[O:35])[CH2:32][C:33]#[N:34])[N:9]=[C:10]([C:11]3[CH:16]=[CH:15][C:14]([O:17][C:18]4[CH:23]=[CH:22][CH:21]=[CH:20][CH:19]=4)=[CH:13][C:12]=3[F:24])[C:3]=12.[CH:36]1([NH:39][C:40]([CH3:44])([CH3:43])[CH:41]=O)[CH2:38][CH2:37]1. The yield is 0.270. The product is [NH2:1][C:2]1[N:7]=[CH:6][N:5]=[C:4]2[N:8]([CH2:25][C@@H:26]3[CH2:30][CH2:29][CH2:28][N:27]3[C:31]([C:32](=[CH:41][C:40]([NH:39][CH:36]3[CH2:38][CH2:37]3)([CH3:44])[CH3:43])[C:33]#[N:34])=[O:35])[N:9]=[C:10]([C:11]3[CH:16]=[CH:15][C:14]([O:17][C:18]4[CH:19]=[CH:20][CH:21]=[CH:22][CH:23]=4)=[CH:13][C:12]=3[F:24])[C:3]=12. (5) The reactants are [Cl:1][C:2]1[CH:3]=[C:4]([CH:35]=[CH:36][CH:37]=1)[CH2:5][NH:6][C:7]1[CH:8]=[C:9]([CH:13]([C:15]2[C:23]3[C:18](=[N:19][CH:20]=[C:21]([Cl:24])[CH:22]=3)[N:17]([Si](C(C)C)(C(C)C)C(C)C)[CH:16]=2)O)[N:10]([CH3:12])[N:11]=1.ClCCl.C([SiH](CC)CC)C.FC(F)(F)C(O)=O. No catalyst specified. The product is [Cl:1][C:2]1[CH:3]=[C:4]([CH:35]=[CH:36][CH:37]=1)[CH2:5][NH:6][C:7]1[CH:8]=[C:9]([CH2:13][C:15]2[C:23]3[C:18](=[N:19][CH:20]=[C:21]([Cl:24])[CH:22]=3)[NH:17][CH:16]=2)[N:10]([CH3:12])[N:11]=1. The yield is 0.170.